Regression/Classification. Given a drug SMILES string, predict its absorption, distribution, metabolism, or excretion properties. Task type varies by dataset: regression for continuous measurements (e.g., permeability, clearance, half-life) or binary classification for categorical outcomes (e.g., BBB penetration, CYP inhibition). Dataset: rlm. From a dataset of Rat liver microsome stability data. (1) The result is 0 (unstable in rat liver microsomes). The molecule is CCC(=O)Nc1nc(CC)c(-c2cn(S(=O)(=O)c3ccccc3)c3ccc(OC)cc23)[nH]1. (2) The molecule is CCn1nnc2c(N3CCOCC3)nc(-c3ccc(NC(=O)Nc4ccc(C(=O)N(C)C)cc4)cc3)nc21. The result is 1 (stable in rat liver microsomes). (3) The drug is CC(C)[C@H](NS(=O)(=O)c1ccc2c(c1)sc1cc(NC(=O)Oc3ccc(F)cc3)ccc12)C(=O)O. The result is 0 (unstable in rat liver microsomes). (4) The drug is O=C(c1ccccc1)N1CCN(c2nc(-c3ccc(Br)cc3)cs2)CC1. The result is 0 (unstable in rat liver microsomes). (5) The drug is Cc1ccc(OCCn2c(CCNC(=O)c3ccccc3Br)nc3ccccc32)cc1. The result is 1 (stable in rat liver microsomes).